This data is from Full USPTO retrosynthesis dataset with 1.9M reactions from patents (1976-2016). The task is: Predict the reactants needed to synthesize the given product. (1) Given the product [NH2:8][CH2:7][C:6]1[CH:19]=[C:2]([Cl:1])[CH:3]=[CH:4][C:5]=1[O:20][CH2:21][C:22]([N:24]1[CH2:29][C@H:28]([CH3:30])[N:27]([CH2:31][C:32]2[CH:37]=[CH:36][C:35]([F:38])=[CH:34][CH:33]=2)[CH2:26][C@H:25]1[CH3:39])=[O:23], predict the reactants needed to synthesize it. The reactants are: [Cl:1][C:2]1[CH:3]=[CH:4][C:5]([O:20][CH2:21][C:22]([N:24]2[CH2:29][C@H:28]([CH3:30])[N:27]([CH2:31][C:32]3[CH:37]=[CH:36][C:35]([F:38])=[CH:34][CH:33]=3)[CH2:26][C@H:25]2[CH3:39])=[O:23])=[C:6]([CH:19]=1)[CH2:7][N:8]1C(=O)C2C(=CC=CC=2)C1=O.NN. (2) The reactants are: Br[C:2]1[CH:3]=[CH:4][C:5]([S:8]([N:11]2[CH2:16][CH2:15][N:14]([S:17]([CH3:20])(=[O:19])=[O:18])[CH2:13][CH2:12]2)(=[O:10])=[O:9])=[N:6][CH:7]=1.[F:21][C:22]1[CH:30]=[C:29]2[C:25]([C:26](B3OC(C)(C)C(C)(C)O3)=[CH:27][N:28]2[C:31]([O:33][C:34]([CH3:37])([CH3:36])[CH3:35])=[O:32])=[CH:24][CH:23]=1. Given the product [F:21][C:22]1[CH:30]=[C:29]2[C:25]([C:26]([C:2]3[CH:7]=[N:6][C:5]([S:8]([N:11]4[CH2:16][CH2:15][N:14]([S:17]([CH3:20])(=[O:19])=[O:18])[CH2:13][CH2:12]4)(=[O:10])=[O:9])=[CH:4][CH:3]=3)=[CH:27][N:28]2[C:31]([O:33][C:34]([CH3:37])([CH3:36])[CH3:35])=[O:32])=[CH:24][CH:23]=1, predict the reactants needed to synthesize it.